The task is: Predict the reaction yield, written as a fraction of the theoretical maximum amount of product (1.0 means a 100% yield; for example, 0.34 means a 34% yield).. This data is from Reaction yield outcomes from USPTO patents with 853,638 reactions. (1) The reactants are [CH2:1]([O:3][C:4](=[O:15])[C:5]([C:8]1(O)[CH2:13][CH2:12][O:11][CH2:10][CH2:9]1)([CH3:7])[CH3:6])[CH3:2].S(Cl)(Cl)=O.CN(C)C=O. The catalyst is C(Cl)(Cl)Cl. The product is [CH2:1]([O:3][C:4](=[O:15])[C:5]([C:8]1[CH2:13][CH2:12][O:11][CH2:10][CH:9]=1)([CH3:7])[CH3:6])[CH3:2]. The yield is 0.990. (2) The reactants are [OH:1][C:2]1[C:3]([O:17][CH3:18])=[CH:4][C:5]2[C:11](=[O:12])[N:10]3[CH2:13][CH2:14][CH2:15][C@H:9]3[CH:8]=[N:7][C:6]=2[CH:16]=1.[C:19]([O-:22])([O-])=O.[Cs+].[Cs+].Br[CH2:26][CH2:27][P:28]([CH2:33][CH2:34]Br)(=[O:32])[O:29][CH2:30][CH3:31]. The catalyst is CC(=O)CC. The product is [CH3:18][O:17][C:3]1[C:2]([O:1][CH2:26][CH2:27][P:28]([CH2:33][CH2:34][O:1][C:2]2[C:3]([O:22][CH3:19])=[CH:4][C:5]3[C:11](=[O:12])[N:10]4[CH2:13][CH2:14][CH2:15][C@H:9]4[CH:8]=[N:7][C:6]=3[CH:16]=2)(=[O:32])[O:29][CH2:30][CH3:31])=[CH:16][C:6]2[N:7]=[CH:8][C@@H:9]3[CH2:15][CH2:14][CH2:13][N:10]3[C:11](=[O:12])[C:5]=2[CH:4]=1. The yield is 0.680. (3) The reactants are C1(P(C2C=CC=CC=2)C2C=CC=CC=2)C=CC=CC=1.O1CCOCC1.Br[C:27]1[N:35]2[C:30]([CH:31]=[N:32][C:33]([S:36]([CH3:38])=[O:37])=[N:34]2)=[CH:29][CH:28]=1.[N:39]1[CH:44]=[CH:43][CH:42]=[C:41](B(O)O)[CH:40]=1.C(=O)([O-])[O-].[Na+].[Na+].O.C(O)C. The catalyst is C([O-])(=O)C.[Pd+2].C([O-])(=O)C.CN(C=O)C. The product is [CH3:38][S:36]([C:33]1[N:32]=[CH:31][C:30]2=[CH:29][CH:28]=[C:27]([C:41]3[CH:40]=[N:39][CH:44]=[CH:43][CH:42]=3)[N:35]2[N:34]=1)=[O:37]. The yield is 0.610. (4) The reactants are [CH3:1][C:2]1([CH3:19])[N:11]2[CH:12]3[CH2:17][CH2:16][NH:15][CH2:14][CH:13]3[C:9]3[C:10]2=[C:5]([CH:6]=[CH:7][CH:8]=3)[N:4]([CH3:18])[CH2:3]1.Cl[CH2:21][CH2:22][CH2:23][C:24]([C:26]1[CH:31]=[CH:30][C:29]([F:32])=[CH:28][CH:27]=1)=[O:25].C([O-])([O-])=O.[K+].[K+]. The catalyst is O1CCOCC1.O. The product is [F:32][C:29]1[CH:28]=[CH:27][C:26]([C:24](=[O:25])[CH2:23][CH2:22][CH2:21][N:15]2[CH2:16][CH2:17][CH:12]3[N:11]4[C:10]5[C:9]([CH:13]3[CH2:14]2)=[CH:8][CH:7]=[CH:6][C:5]=5[N:4]([CH3:18])[CH2:3][C:2]4([CH3:19])[CH3:1])=[CH:31][CH:30]=1. The yield is 0.430. (5) The reactants are I[C:2]1[CH:11]=[CH:10][C:5]2[N:6]=[C:7]([CH3:9])[S:8][C:4]=2[CH:3]=1.C([Mg]Cl)(C)C.[CH3:17][S:18][C:19](SC)=[C:20]1[C:25](=[O:26])[O:24][C:23]([CH3:28])([CH3:27])[O:22][C:21]1=[O:29]. The catalyst is C1COCC1. The product is [CH3:27][C:23]1([CH3:28])[O:24][C:25](=[O:26])[C:20](=[C:19]([C:2]2[CH:11]=[CH:10][C:5]3[N:6]=[C:7]([CH3:9])[S:8][C:4]=3[CH:3]=2)[S:18][CH3:17])[C:21](=[O:29])[O:22]1. The yield is 0.640. (6) The product is [C:36]([NH:35]/[C:21](/[NH:20][C:18]1[NH:17][N:16]=[C:15]([C:12]2[CH:13]=[CH:14][C:9]([OH:8])=[CH:10][CH:11]=2)[CH:19]=1)=[N:22]/[C:23](=[O:34])[C:24]1[CH:25]=[CH:26][C:27]([C:30]([F:32])([F:33])[F:31])=[CH:28][CH:29]=1)([CH3:39])([CH3:37])[CH3:38]. The catalyst is CO.[Pd]. The reactants are C([O:8][C:9]1[CH:14]=[CH:13][C:12]([C:15]2[CH:19]=[C:18]([NH:20]/[C:21](/[NH:35][C:36]([CH3:39])([CH3:38])[CH3:37])=[N:22]\[C:23](=[O:34])[C:24]3[CH:29]=[CH:28][C:27]([C:30]([F:33])([F:32])[F:31])=[CH:26][CH:25]=3)[NH:17][N:16]=2)=[CH:11][CH:10]=1)C1C=CC=CC=1.[H][H]. The yield is 0.680.